The task is: Predict the reactants needed to synthesize the given product.. This data is from Full USPTO retrosynthesis dataset with 1.9M reactions from patents (1976-2016). (1) The reactants are: [Cl-].[NH4+].O.[I:4][C:5]1[CH:10]=[CH:9][C:8]([CH3:11])=[C:7]([N+:12]([O-])=O)[C:6]=1[CH3:15]. Given the product [I:4][C:5]1[C:6]([CH3:15])=[C:7]([NH2:12])[C:8]([CH3:11])=[CH:9][CH:10]=1, predict the reactants needed to synthesize it. (2) Given the product [CH2:9]([N:1]([CH2:2][C:3]1[CH:8]=[CH:7][CH:6]=[CH:5][CH:4]=1)[CH:23]([CH3:24])/[CH:22]=[CH:21]/[C:19]([O:18][CH2:17][CH3:16])=[O:20])[C:10]1[CH:15]=[CH:14][CH:13]=[CH:12][CH:11]=1, predict the reactants needed to synthesize it. The reactants are: [NH:1]([CH2:9][C:10]1[CH:15]=[CH:14][CH:13]=[CH:12][CH:11]=1)[CH2:2][C:3]1[CH:8]=[CH:7][CH:6]=[CH:5][CH:4]=1.[CH3:16][CH2:17][O:18][C:19]([CH3:21])=[O:20].[CH3:22][CH2:23][CH2:24]CCCC. (3) The reactants are: C([N:8]1[CH2:13][CH2:12][C@@H:11]([C:14]2[CH:19]=[CH:18][C:17]([O:20][CH3:21])=[CH:16][CH:15]=2)[C@H:10]([OH:22])[CH2:9]1)C1C=CC=CC=1. Given the product [CH3:21][O:20][C:17]1[CH:16]=[CH:15][C:14]([C@@H:11]2[CH2:12][CH2:13][NH:8][CH2:9][C@H:10]2[OH:22])=[CH:19][CH:18]=1, predict the reactants needed to synthesize it. (4) The reactants are: [Cl:1][C:2]1[CH:40]=[CH:39][C:5]2[N:6](CC3C=CC(OC)=CC=3)[C:7](=[O:29])[CH:8]([CH2:21][C:22]3[CH:27]=[CH:26][CH:25]=[CH:24][C:23]=3[Cl:28])[N:9]=[C:10]([C:11]3[CH:12]=[CH:13][C:14]([NH:17][C:18](=[O:20])[CH3:19])=[N:15][CH:16]=3)[C:4]=2[CH:3]=1.[Al+3].[Cl-].[Cl-].[Cl-].C(OCC)(=O)C. Given the product [Cl:1][C:2]1[CH:40]=[CH:39][C:5]2[NH:6][C:7](=[O:29])[CH:8]([CH2:21][C:22]3[CH:27]=[CH:26][CH:25]=[CH:24][C:23]=3[Cl:28])[N:9]=[C:10]([C:11]3[CH:12]=[CH:13][C:14]([NH:17][C:18](=[O:20])[CH3:19])=[N:15][CH:16]=3)[C:4]=2[CH:3]=1, predict the reactants needed to synthesize it. (5) Given the product [CH2:24]([O:23][CH2:22][C:21]([N:18]1[CH2:19][CH2:20][CH:15]([C:12]2[CH:13]=[CH:14][C:9]([N:5]3[CH2:4][C@H:3]([CH2:2][NH:1][C:33](=[O:34])[O:35][C:36]([CH3:39])([CH3:38])[CH3:37])[O:7][C:6]3=[O:8])=[CH:10][C:11]=2[F:32])[CH2:16][CH2:17]1)=[O:31])[C:25]1[CH:30]=[CH:29][CH:28]=[CH:27][CH:26]=1, predict the reactants needed to synthesize it. The reactants are: [NH2:1][CH2:2][C@@H:3]1[O:7][C:6](=[O:8])[N:5]([C:9]2[CH:14]=[CH:13][C:12]([CH:15]3[CH2:20][CH2:19][N:18]([C:21](=[O:31])[CH2:22][O:23][CH2:24][C:25]4[CH:30]=[CH:29][CH:28]=[CH:27][CH:26]=4)[CH2:17][CH2:16]3)=[C:11]([F:32])[CH:10]=2)[CH2:4]1.[C:33](O[C:33]([O:35][C:36]([CH3:39])([CH3:38])[CH3:37])=[O:34])([O:35][C:36]([CH3:39])([CH3:38])[CH3:37])=[O:34].